Predict the reactants needed to synthesize the given product. From a dataset of Full USPTO retrosynthesis dataset with 1.9M reactions from patents (1976-2016). (1) The reactants are: C(C1NC=CN=1)(C1[NH:4]C=CN=1)=O.[Si:13]([O:20][CH2:21][CH2:22][CH:23]1[C:28]2[S:29][C:30]([C:32]([OH:34])=O)=[CH:31][C:27]=2[CH2:26][CH2:25][O:24]1)([C:16]([CH3:19])([CH3:18])[CH3:17])([CH3:15])[CH3:14].N.O1CCOCC1. Given the product [Si:13]([O:20][CH2:21][CH2:22][CH:23]1[C:28]2[S:29][C:30]([C:32]([NH2:4])=[O:34])=[CH:31][C:27]=2[CH2:26][CH2:25][O:24]1)([C:16]([CH3:19])([CH3:18])[CH3:17])([CH3:15])[CH3:14], predict the reactants needed to synthesize it. (2) The reactants are: Cl[C:2]1[C:7]([O:8][CH2:9][CH2:10][O:11][C:12]2[CH:17]=[CH:16][CH:15]=[CH:14][C:13]=2[Cl:18])=[N:6][CH:5]=[CH:4][N:3]=1.[CH2:19]([N:21]1[CH2:26][CH2:25][NH:24][CH2:23][CH2:22]1)[CH3:20]. Given the product [CH2:19]([N:21]1[CH2:26][CH2:25][N:24]([C:2]2[C:7]([O:8][CH2:9][CH2:10][O:11][C:12]3[CH:17]=[CH:16][CH:15]=[CH:14][C:13]=3[Cl:18])=[N:6][CH:5]=[CH:4][N:3]=2)[CH2:23][CH2:22]1)[CH3:20], predict the reactants needed to synthesize it. (3) Given the product [F:1][C:2]1[CH:3]=[CH:4][C:5]([CH:8]([OH:22])[CH:9]2[CH2:10][CH2:11][N:12]([C:15]([O:17][C:18]([CH3:19])([CH3:21])[CH3:20])=[O:16])[CH2:13][CH2:14]2)=[CH:6][C:7]=1[C:48](=[O:49])[C:47]([F:55])([F:54])[F:46], predict the reactants needed to synthesize it. The reactants are: [F:1][C:2]1[CH:7]=[CH:6][C:5]([CH:8]([OH:22])[CH:9]2[CH2:14][CH2:13][N:12]([C:15]([O:17][C:18]([CH3:21])([CH3:20])[CH3:19])=[O:16])[CH2:11][CH2:10]2)=[CH:4][CH:3]=1.CN(CCN(CCN(C)C)C)C.CC([O-])(C)C.[K+].[Li]C(CC)C.[F:46][C:47]([F:55])([F:54])[C:48](N(OC)C)=[O:49]. (4) Given the product [N:3]1[CH:2]=[CH:7][N:6]=[C:5]2[NH:8][CH:9]=[C:10]([CH:11]=[O:12])[C:4]=12, predict the reactants needed to synthesize it. The reactants are: Br[C:2]1[N:3]=[C:4]2[C:10]([CH:11]=[O:12])=[CH:9][N:8](COCC[Si](C)(C)C)[C:5]2=[N:6][CH:7]=1.C(N1C=C(B2OC(C)(C)C(C)(C)O2)C=N1)C.C([O-])([O-])=O.[K+].[K+]. (5) Given the product [OH:29][CH2:28][CH2:27][S:24]([C:20]1[CH:19]=[C:18]([NH:17][C:2]2[N:11]=[CH:10][C:9]3[N:8]([CH3:12])[C:7](=[O:13])[CH2:6][N:5]([CH:14]([CH3:16])[CH3:15])[C:4]=3[N:3]=2)[CH:23]=[CH:22][CH:21]=1)(=[O:25])=[O:26], predict the reactants needed to synthesize it. The reactants are: Cl[C:2]1[N:11]=[CH:10][C:9]2[N:8]([CH3:12])[C:7](=[O:13])[CH2:6][N:5]([CH:14]([CH3:16])[CH3:15])[C:4]=2[N:3]=1.[NH2:17][C:18]1[CH:19]=[C:20]([S:24]([CH2:27][CH2:28][OH:29])(=[O:26])=[O:25])[CH:21]=[CH:22][CH:23]=1.